This data is from Forward reaction prediction with 1.9M reactions from USPTO patents (1976-2016). The task is: Predict the product of the given reaction. (1) Given the reactants [Cl:1][C:2]1[CH:7]=[C:6]([CH2:8][C:9]([O:11][CH2:12][CH3:13])=[O:10])[CH:5]=[CH:4][N:3]=1.[CH3:14][Si]([N-][Si](C)(C)C)(C)C.[K+].CI.[NH4+].[Cl-], predict the reaction product. The product is: [Cl:1][C:2]1[CH:7]=[C:6]([CH:8]([CH3:14])[C:9]([O:11][CH2:12][CH3:13])=[O:10])[CH:5]=[CH:4][N:3]=1. (2) Given the reactants [ClH:1].[CH3:2][O:3][C:4]1[CH:5]=[C:6]([C:14]2[CH:61]=[CH:60][C:17]([C:18]([N:20]3[CH2:25][CH2:24][CH:23]([CH2:26][N:27]4[CH2:32][CH2:31][N:30]([CH2:33][CH:34]5[CH2:39][CH2:38][N:37]([C:40](=[O:59])[C:41]6[CH:46]=[CH:45][C:44]([C:47]7[CH:52]=[C:51]([O:53][CH3:54])[C:50]([O:55][CH3:56])=[C:49]([O:57][CH3:58])[CH:48]=7)=[CH:43][CH:42]=6)[CH2:36][CH2:35]5)[CH2:29][CH2:28]4)[CH2:22][CH2:21]3)=[O:19])=[CH:16][CH:15]=2)[CH:7]=[C:8]([O:12][CH3:13])[C:9]=1[O:10][CH3:11], predict the reaction product. The product is: [ClH:1].[ClH:1].[CH3:58][O:57][C:49]1[CH:48]=[C:47]([C:44]2[CH:43]=[CH:42][C:41]([C:40]([N:37]3[CH2:36][CH2:35][CH:34]([CH2:33][N:30]4[CH2:29][CH2:28][N:27]([CH2:26][CH:23]5[CH2:22][CH2:21][N:20]([C:18](=[O:19])[C:17]6[CH:16]=[CH:15][C:14]([C:6]7[CH:5]=[C:4]([O:3][CH3:2])[C:9]([O:10][CH3:11])=[C:8]([O:12][CH3:13])[CH:7]=7)=[CH:61][CH:60]=6)[CH2:25][CH2:24]5)[CH2:32][CH2:31]4)[CH2:39][CH2:38]3)=[O:59])=[CH:46][CH:45]=2)[CH:52]=[C:51]([O:53][CH3:54])[C:50]=1[O:55][CH3:56]. (3) Given the reactants [C:1]([O:5][C:6]([N:8]1[CH2:13][CH2:12][NH:11][CH2:10][CH2:9]1)=[O:7])([CH3:4])([CH3:3])[CH3:2].[Br:14][C:15]1[CH:16]=[C:17]([CH:20]=[CH:21][C:22]=1[Br:23])[CH:18]=O.[BH-](OC(C)=O)(OC(C)=O)OC(C)=O.[Na+].[OH-].[K+], predict the reaction product. The product is: [C:1]([O:5][C:6]([N:8]1[CH2:13][CH2:12][N:11]([CH2:18][C:17]2[CH:20]=[CH:21][C:22]([Br:23])=[C:15]([Br:14])[CH:16]=2)[CH2:10][CH2:9]1)=[O:7])([CH3:4])([CH3:2])[CH3:3]. (4) Given the reactants [F:1][C:2]1[CH:3]=[C:4]([CH2:8][CH2:9][CH2:10]O)[CH:5]=[CH:6][CH:7]=1.C1(P(C2C=CC=CC=2)C2C=CC=CC=2)C=CC=CC=1.C(Cl)(Cl)(Cl)[Cl:32], predict the reaction product. The product is: [F:1][C:2]1[CH:3]=[C:4]([CH2:8][CH2:9][CH2:10][Cl:32])[CH:5]=[CH:6][CH:7]=1. (5) Given the reactants [CH3:1][CH:2]1[NH:7][CH2:6][CH2:5][N:4]([C:8]([O:10][C:11]([CH3:14])([CH3:13])[CH3:12])=[O:9])[CH2:3]1.[Cl:15][C:16]1[CH:21]=[CH:20][C:19]([CH:22](Cl)[C:23]2[CH:28]=[CH:27][C:26]([Cl:29])=[CH:25][CH:24]=2)=[CH:18][CH:17]=1.C(=O)([O-])[O-].[K+].[K+].C(#N)C, predict the reaction product. The product is: [Cl:15][C:16]1[CH:17]=[CH:18][C:19]([CH:22]([C:23]2[CH:28]=[CH:27][C:26]([Cl:29])=[CH:25][CH:24]=2)[N:7]2[CH2:6][CH2:5][N:4]([C:8]([O:10][C:11]([CH3:13])([CH3:12])[CH3:14])=[O:9])[CH2:3][CH:2]2[CH3:1])=[CH:20][CH:21]=1. (6) Given the reactants [Cl-].O[NH3+:3].[C:4](=[O:7])([O-])[OH:5].[Na+].CS(C)=O.[CH3:13][C:14]1[N:15]([CH:39]2[CH2:44][CH2:43][O:42][CH2:41][CH2:40]2)[C:16](=[O:38])[C:17]([CH2:23][C:24]2[CH:29]=[CH:28][C:27]([C:30]3[C:31]([C:36]#[N:37])=[CH:32][CH:33]=[CH:34][CH:35]=3)=[CH:26][CH:25]=2)=[C:18]([CH2:20][CH2:21][CH3:22])[N:19]=1, predict the reaction product. The product is: [CH3:13][C:14]1[N:15]([CH:39]2[CH2:40][CH2:41][O:42][CH2:43][CH2:44]2)[C:16](=[O:38])[C:17]([CH2:23][C:24]2[CH:25]=[CH:26][C:27]([C:30]3[CH:35]=[CH:34][CH:33]=[CH:32][C:31]=3[C:36]3[NH:3][C:4](=[O:7])[O:5][N:37]=3)=[CH:28][CH:29]=2)=[C:18]([CH2:20][CH2:21][CH3:22])[N:19]=1. (7) The product is: [Br:13][C:14]1[CH:15]=[C:16]([CH2:20][CH2:21][O:22][CH:24]2[CH2:25][CH2:26][CH2:27][CH2:28][O:23]2)[CH:17]=[CH:18][CH:19]=1. Given the reactants O.C1(C)C=CC(S(O)(=O)=O)=CC=1.[Br:13][C:14]1[CH:15]=[C:16]([CH2:20][CH2:21][OH:22])[CH:17]=[CH:18][CH:19]=1.[O:23]1[CH:28]=[CH:27][CH2:26][CH2:25][CH2:24]1, predict the reaction product. (8) Given the reactants [C:1]([O:5][CH2:6][CH3:7])(=[O:4])[C:2]#[CH:3].[Li+].C[Si]([N-][Si](C)(C)C)(C)C.[CH2:18]([C:20]1[CH:27]=[CH:26][C:23]([CH:24]=[O:25])=[CH:22][CH:21]=1)[CH3:19].Cl, predict the reaction product. The product is: [CH2:18]([C:20]1[CH:27]=[CH:26][C:23]([CH:24]([OH:25])[C:3]#[C:2][C:1]([O:5][CH2:6][CH3:7])=[O:4])=[CH:22][CH:21]=1)[CH3:19]. (9) The product is: [Cl:1][C:2]1[CH:7]=[CH:6][C:5]([NH:8][C:9]([NH:10][C:11]2[CH:12]=[CH:13][C:14]([N:17]3[C:25]4[C:20](=[CH:21][C:22]([C:26]5[N:27]=[C:35]([CH3:36])[O:29][N:28]=5)=[CH:23][CH:24]=4)[CH:19]=[CH:18]3)=[CH:15][CH:16]=2)=[O:30])=[CH:4][C:3]=1[C:31]([F:34])([F:32])[F:33]. Given the reactants [Cl:1][C:2]1[CH:7]=[CH:6][C:5]([NH:8][C:9](=[O:30])[NH:10][C:11]2[CH:16]=[CH:15][C:14]([N:17]3[C:25]4[C:20](=[CH:21][C:22]([C:26]([NH:28][OH:29])=[NH:27])=[CH:23][CH:24]=4)[CH:19]=[CH:18]3)=[CH:13][CH:12]=2)=[CH:4][C:3]=1[C:31]([F:34])([F:33])[F:32].[C:35](OC(=O)C)(=O)[CH3:36], predict the reaction product. (10) Given the reactants [NH2:1][C:2]1[C:6]2[N:7]=[C:8]([C:10](=[O:21])[NH:11][C:12]([CH3:20])([C:14]3[CH:19]=[CH:18][CH:17]=[CH:16][CH:15]=3)[CH3:13])[S:9][C:5]=2[N:4]([C:22]([O:24][C:25]([CH3:28])([CH3:27])[CH3:26])=[O:23])[N:3]=1.[CH3:29][O:30][C:31]1[CH:39]=[CH:38][C:34]([C:35](Cl)=[O:36])=[CH:33][CH:32]=1.[Cl-].[Na+], predict the reaction product. The product is: [CH3:29][O:30][C:31]1[CH:39]=[CH:38][C:34]([C:35]([NH:1][C:2]2[C:6]3[N:7]=[C:8]([C:10](=[O:21])[NH:11][C:12]([CH3:20])([C:14]4[CH:19]=[CH:18][CH:17]=[CH:16][CH:15]=4)[CH3:13])[S:9][C:5]=3[N:4]([C:22]([O:24][C:25]([CH3:28])([CH3:27])[CH3:26])=[O:23])[N:3]=2)=[O:36])=[CH:33][CH:32]=1.